From a dataset of Buchwald-Hartwig C-N cross coupling reaction yields with 55,370 reactions. Predict the reaction yield, written as a fraction of the theoretical maximum amount of product (1.0 means a 100% yield; for example, 0.34 means a 34% yield). (1) The reactants are COc1ccc(I)cc1.Cc1ccc(N)cc1.O=S(=O)(O[Pd]1c2ccccc2-c2ccccc2N~1)C(F)(F)F.COc1ccc(OC)c(P([C@]23C[C@H]4C[C@H](C[C@H](C4)C2)C3)[C@]23C[C@H]4C[C@H](C[C@H](C4)C2)C3)c1-c1c(C(C)C)cc(C(C)C)cc1C(C)C.CCN=P(N=P(N(C)C)(N(C)C)N(C)C)(N(C)C)N(C)C.c1ccc(CN(Cc2ccccc2)c2ccno2)cc1. No catalyst specified. The product is COc1ccc(Nc2ccc(C)cc2)cc1. The yield is 0.332. (2) The reactants are FC(F)(F)c1ccc(I)cc1.Cc1ccc(N)cc1.O=S(=O)(O[Pd]1c2ccccc2-c2ccccc2N~1)C(F)(F)F.CC(C)c1cc(C(C)C)c(-c2ccccc2P(C(C)(C)C)C(C)(C)C)c(C(C)C)c1.CN1CCCN2CCCN=C12.c1ccc(CN(Cc2ccccc2)c2ccno2)cc1. No catalyst specified. The product is Cc1ccc(Nc2ccc(C(F)(F)F)cc2)cc1. The yield is 0.394. (3) The reactants are Clc1cccnc1.Cc1ccc(N)cc1.O=S(=O)(O[Pd]1c2ccccc2-c2ccccc2N~1)C(F)(F)F.COc1ccc(OC)c(P([C@]23C[C@H]4C[C@H](C[C@H](C4)C2)C3)[C@]23C[C@H]4C[C@H](C[C@H](C4)C2)C3)c1-c1c(C(C)C)cc(C(C)C)cc1C(C)C.CCN=P(N=P(N(C)C)(N(C)C)N(C)C)(N(C)C)N(C)C.c1ccc(-c2cnoc2)cc1. No catalyst specified. The product is Cc1ccc(Nc2cccnc2)cc1. The yield is 0.685. (4) The reactants are Brc1cccnc1.Cc1ccc(N)cc1.O=S(=O)(O[Pd]1c2ccccc2-c2ccccc2N~1)C(F)(F)F.CC(C)c1cc(C(C)C)c(-c2ccccc2P(C(C)(C)C)C(C)(C)C)c(C(C)C)c1.CN(C)C(=NC(C)(C)C)N(C)C.CCOC(=O)c1cc(C)no1. No catalyst specified. The product is Cc1ccc(Nc2cccnc2)cc1. The yield is 0.781.